This data is from Retrosynthesis with 50K atom-mapped reactions and 10 reaction types from USPTO. The task is: Predict the reactants needed to synthesize the given product. (1) Given the product CS(=O)(=O)c1ccc2nc(-c3ccc(-c4ccsc4)cc3)[nH]c2c1, predict the reactants needed to synthesize it. The reactants are: CS(=O)(=O)c1ccc2nc(-c3ccc(Br)cc3)[nH]c2c1.OB(O)c1ccsc1. (2) Given the product CCOC(=O)c1c(-c2cc(C)on2)nn(CC(=O)N2CCN(c3ccc(Cl)c(OC)c3)CC2C)c1C, predict the reactants needed to synthesize it. The reactants are: CCOC(=O)c1c(-c2cc(C)on2)n[nH]c1C.COc1cc(N2CCN(C(=O)CCl)[C@@H](C)C2)ccc1Cl. (3) Given the product CC(=O)N(C)n1c2cnccc2c2ccc(Cl)cc21, predict the reactants needed to synthesize it. The reactants are: CC(=O)OC(C)=O.CNn1c2cnccc2c2ccc(Cl)cc21.O=C(O)C(F)(F)F. (4) Given the product N#Cc1ccc(-c2cnc3cnc(-c4ccc(C(=O)O)cc4F)cn23)cc1, predict the reactants needed to synthesize it. The reactants are: N#Cc1ccc(-c2cnc3cnc(Br)cn23)cc1.O=C(O)c1ccc(B(O)O)c(F)c1. (5) Given the product CC(C)(C)OC(=O)N1CCN(Cc2ccccc2)C[C@H]1C(=O)N[C@@H]1CCCc2ccccc21, predict the reactants needed to synthesize it. The reactants are: CC(C)(C)OC(=O)N1CCN(Cc2ccccc2)C[C@H]1C(=O)O.N[C@@H]1CCCc2ccccc21. (6) Given the product Cc1cccc(C)c1-c1cccc(CO)c1, predict the reactants needed to synthesize it. The reactants are: Cc1cccc(C)c1-c1cccc(C=O)c1.